Dataset: Full USPTO retrosynthesis dataset with 1.9M reactions from patents (1976-2016). Task: Predict the reactants needed to synthesize the given product. (1) Given the product [CH3:21][N:22]1[CH:26]=[CH:25][C:24]([NH:27][C:12](=[O:14])[CH:11]([N:7]2[C:8]3[C:4](=[CH:3][C:2]([Br:1])=[CH:10][CH:9]=3)[C:5](=[O:20])[C:6]2=[O:19])[CH2:15][CH:16]([CH3:18])[CH3:17])=[N:23]1, predict the reactants needed to synthesize it. The reactants are: [Br:1][C:2]1[CH:3]=[C:4]2[C:8](=[CH:9][CH:10]=1)[N:7]([CH:11]([CH2:15][CH:16]([CH3:18])[CH3:17])[C:12]([OH:14])=O)[C:6](=[O:19])[C:5]2=[O:20].[CH3:21][N:22]1[CH:26]=[CH:25][C:24]([NH2:27])=[N:23]1.C(N(CC)C(C)C)(C)C.F[P-](F)(F)(F)(F)F.N1(O[P+](N(C)C)(N(C)C)N(C)C)C2C=CC=CC=2N=N1. (2) Given the product [OH:70][C:69]1[C:64]([NH:63][C:18]([C:11]2[C:12]3[CH2:13][C@H:14]4[CH2:17][C@H:15]4[C:16]=3[N:9]([C:3]3[CH:4]=[CH:5][C:6]([F:8])=[CH:7][C:2]=3[F:1])[N:10]=2)=[O:20])=[N:65][CH:66]=[CH:67][CH:68]=1, predict the reactants needed to synthesize it. The reactants are: [F:1][C:2]1[CH:7]=[C:6]([F:8])[CH:5]=[CH:4][C:3]=1[N:9]1[C:16]2[C@@H:15]3[CH2:17][C@@H:14]3[CH2:13][C:12]=2[C:11]([C:18]([OH:20])=O)=[N:10]1.C1CN([P+](ON2N=NC3C=CC=CC2=3)(N2CCCC2)N2CCCC2)CC1.F[P-](F)(F)(F)(F)F.C(N(C(C)C)C(C)C)C.[NH2:63][C:64]1[C:69]([OH:70])=[CH:68][CH:67]=[CH:66][N:65]=1. (3) Given the product [Cl:1][C:2]1[CH:3]=[CH:4][C:5]([C:8]2[N:13]=[C:12]([CH3:14])[NH:11][C:10]([C:19]3[CH:32]=[CH:31][C:22]([NH2:23])=[C:21]([CH3:33])[CH:20]=3)([C:15]([F:17])([F:16])[F:18])[CH:9]=2)=[CH:6][CH:7]=1, predict the reactants needed to synthesize it. The reactants are: [Cl:1][C:2]1[CH:7]=[CH:6][C:5]([C:8]2[N:13]=[C:12]([CH3:14])[NH:11][C:10]([C:19]3[CH:32]=[CH:31][C:22]([NH:23]C(=O)OC(C)(C)C)=[C:21]([CH3:33])[CH:20]=3)([C:15]([F:18])([F:17])[F:16])[CH:9]=2)=[CH:4][CH:3]=1.FC(F)(F)C(O)=O. (4) Given the product [CH:11]1([C@@H:15]([NH:17][CH2:2][C:3]2[CH:8]=[CH:7][C:6]([S:9][CH3:10])=[CH:5][CH:4]=2)[CH3:16])[CH2:14][CH2:13][CH2:12]1, predict the reactants needed to synthesize it. The reactants are: Br[CH2:2][C:3]1[CH:8]=[CH:7][C:6]([S:9][CH3:10])=[CH:5][CH:4]=1.[CH:11]1([C@@H:15]([NH2:17])[CH3:16])[CH2:14][CH2:13][CH2:12]1.Cl.OC1(C(=N)OCC)C2C(=C(OC)C=CC=2)CC1.CCN(C(C)C)C(C)C. (5) Given the product [O:17]=[C:9]([C:3]1[CH:8]=[CH:7][CH:6]=[CH:5][CH:4]=1)[CH:10]([C:11]1[CH:12]=[CH:13][N:14]=[CH:15][CH:16]=1)[CH2:19][C:20]([O:22][CH2:23][CH3:24])=[O:21], predict the reactants needed to synthesize it. The reactants are: [H-].[Na+].[C:3]1([C:9](=[O:17])[CH2:10][C:11]2[CH:16]=[CH:15][N:14]=[CH:13][CH:12]=2)[CH:8]=[CH:7][CH:6]=[CH:5][CH:4]=1.Br[CH2:19][C:20]([O:22][CH2:23][CH3:24])=[O:21]. (6) The reactants are: [CH2:1]([N:8]1[CH2:13][CH2:12][C:11](=O)[CH2:10][CH:9]1[CH3:15])[C:2]1[CH:7]=[CH:6][CH:5]=[CH:4][CH:3]=1.[F:16][C:17]1[CH:18]=[C:19]([CH:21]=[CH:22][CH:23]=1)[NH2:20].[Si]([C:28]#[N:29])(C)(C)C.[NH4+].[OH-]. Given the product [CH2:1]([N:8]1[CH2:13][CH2:12][C:11]([NH:20][C:19]2[CH:21]=[CH:22][CH:23]=[C:17]([F:16])[CH:18]=2)([C:28]#[N:29])[CH2:10][CH:9]1[CH3:15])[C:2]1[CH:7]=[CH:6][CH:5]=[CH:4][CH:3]=1, predict the reactants needed to synthesize it. (7) Given the product [Cl:60][C:61]1[CH:62]=[CH:63][C:64]([CH:67]([NH:73][C:48]([C:33]2([NH:32][C:30](=[O:31])[O:29][C:25]([CH3:27])([CH3:28])[CH3:26])[CH2:38][CH2:37][N:36]([C:39]3[C:40]4[CH:47]=[CH:46][NH:45][C:41]=4[N:42]=[CH:43][N:44]=3)[CH2:35][CH2:34]2)=[O:49])[CH2:68][CH2:69][N:70]([CH3:72])[CH3:71])=[CH:65][CH:66]=1, predict the reactants needed to synthesize it. The reactants are: F[P-](F)(F)(F)(F)F.N1(OC(N(C)C)=[N+](C)C)C2N=CC=CC=2N=N1.[C:25]([O:29][C:30]([NH:32][C:33]1([C:48](O)=[O:49])[CH2:38][CH2:37][N:36]([C:39]2[C:40]3[CH:47]=[CH:46][NH:45][C:41]=3[N:42]=[CH:43][N:44]=2)[CH2:35][CH2:34]1)=[O:31])([CH3:28])([CH3:27])[CH3:26].C(N(CC)C(C)C)(C)C.[Cl:60][C:61]1[CH:66]=[CH:65][C:64]([CH:67]([NH2:73])[CH2:68][CH2:69][N:70]([CH3:72])[CH3:71])=[CH:63][CH:62]=1. (8) Given the product [CH3:17][O:16][C:9]1[CH:10]=[CH:11][C:12]2[N:13]=[C:14]([CH3:15])[C:5]3[N:6]([C:2]([C:25]4[CH:26]=[N:27][CH:28]=[CH:29][C:24]=4[O:23][CH3:22])=[N:3][C:4]=3[C:18]([F:21])([F:20])[F:19])[C:7]=2[N:8]=1, predict the reactants needed to synthesize it. The reactants are: Br[C:2]1[N:6]2[C:7]3[C:12]([N:13]=[C:14]([CH3:15])[C:5]2=[C:4]([C:18]([F:21])([F:20])[F:19])[N:3]=1)=[CH:11][CH:10]=[C:9]([O:16][CH3:17])[N:8]=3.[CH3:22][O:23][C:24]1[C:29](B(O)O)=[CH:28][N:27]=[CH:26][CH:25]=1.